Dataset: NCI-60 drug combinations with 297,098 pairs across 59 cell lines. Task: Regression. Given two drug SMILES strings and cell line genomic features, predict the synergy score measuring deviation from expected non-interaction effect. Drug 1: C1CCN(CC1)CCOC2=CC=C(C=C2)C(=O)C3=C(SC4=C3C=CC(=C4)O)C5=CC=C(C=C5)O. Drug 2: CC1CCC2CC(C(=CC=CC=CC(CC(C(=O)C(C(C(=CC(C(=O)CC(OC(=O)C3CCCCN3C(=O)C(=O)C1(O2)O)C(C)CC4CCC(C(C4)OC)O)C)C)O)OC)C)C)C)OC. Cell line: PC-3. Synergy scores: CSS=25.8, Synergy_ZIP=-8.95, Synergy_Bliss=-11.8, Synergy_Loewe=-34.6, Synergy_HSA=-11.4.